Dataset: Catalyst prediction with 721,799 reactions and 888 catalyst types from USPTO. Task: Predict which catalyst facilitates the given reaction. (1) Reactant: [OH:1][C:2]1[CH:7]=[CH:6][C:5]([C:8]2[CH:9]([C:20]3[CH:25]=[CH:24][C:23]([I:26])=[CH:22][CH:21]=3)[O:10][C:11]3[C:16]([C:17]=2[CH3:18])=[CH:15][CH:14]=[C:13]([OH:19])[CH:12]=3)=[CH:4][CH:3]=1.[C:41]1(C)[CH:42]=[CH:43]C(S([O-])(=[O:34])=[O:34])=[CH:39][CH:40]=1.[NH+]1[CH:43]=[CH:42][CH:41]=[CH:40][CH:39]=1.[O:44]1[CH:49]=[CH:48][CH2:47][CH2:46][CH2:45]1. Product: [I:26][C:23]1[CH:22]=[CH:21][C:20]([CH:9]2[C:8]([C:5]3[CH:4]=[CH:3][C:2]([O:1][CH:43]4[CH2:42][CH2:41][CH2:40][CH2:39][O:34]4)=[CH:7][CH:6]=3)=[C:17]([CH3:18])[C:16]3[C:11](=[CH:12][C:13]([O:19][CH:49]4[CH2:48][CH2:47][CH2:46][CH2:45][O:44]4)=[CH:14][CH:15]=3)[O:10]2)=[CH:25][CH:24]=1. The catalyst class is: 2. (2) Reactant: [C:1]([O:5][C:6]([NH:8][CH:9]([CH:13]([OH:16])[CH2:14][CH3:15])[C:10]([OH:12])=O)=[O:7])([CH3:4])([CH3:3])[CH3:2].CCN(CC)CC.F[P-](F)(F)(F)(F)F.N1(O[P+](N2CCCC2)(N2CCCC2)N2CCCC2)C2C=CC=CC=2N=N1. Product: [C:1]([O:5][C:6](=[O:7])[NH:8][C@H:9]1[C:10](=[O:12])[O:16][C@H:13]1[CH2:14][CH3:15])([CH3:2])([CH3:3])[CH3:4].[C:1]([O:5][C:6](=[O:7])[NH:8][C@@H:9]1[C:10](=[O:12])[O:16][C@H:13]1[CH2:14][CH3:15])([CH3:2])([CH3:3])[CH3:4]. The catalyst class is: 2. (3) The catalyst class is: 2. Product: [CH3:1][C:2]([O:4][C@H:5]1[C:14]2[C@:15]3([CH3:30])[C:16](=[C:20]([OH:19])[C:21](=[O:22])[C:13]=2[C@@H:8]2[CH2:9][CH2:10][C:11](=[O:12])[C@@:7]2([CH3:31])[CH2:6]1)/[C:17](=[CH:18]\[N:35]([CH2:36][CH:37]=[CH2:38])[CH2:32][CH:33]=[CH2:34])/[C:23](=[O:24])[O:25][C@@H:26]3[CH2:27][O:28][CH3:29])=[O:3]. Reactant: [CH3:1][C:2]([O:4][C@H:5]1[C:14]2[C@@:15]3([CH3:30])[C@@H:26]([CH2:27][O:28][CH3:29])[O:25][C:23](=[O:24])[C:17]4=[CH:18][O:19][C:20]([C:21](=[O:22])[C:13]=2[C@@H:8]2[CH2:9][CH2:10][C:11](=[O:12])[C@@:7]2([CH3:31])[CH2:6]1)=[C:16]34)=[O:3].[CH2:32]([NH:35][CH2:36][CH:37]=[CH2:38])[CH:33]=[CH2:34]. (4) Reactant: [CH3:1][O:2][C:3]1[CH:4]=[C:5]2[C:10](=[CH:11][C:12]=1[O:13][CH3:14])[N:9]=[CH:8][N:7]=[C:6]2[N:15]1[CH2:20][CH2:19][CH:18]([OH:21])[CH2:17][CH2:16]1.[H-].[Na+].[N+](C1C=CC([O:33][C:34](=O)[NH:35][C:36]2[CH:37]=[N:38][C:39]([O:42][CH:43]3[CH2:46][CH2:45][CH2:44]3)=[CH:40][CH:41]=2)=CC=1)([O-])=O. Product: [CH3:1][O:2][C:3]1[CH:4]=[C:5]2[C:10](=[CH:11][C:12]=1[O:13][CH3:14])[N:9]=[CH:8][N:7]=[C:6]2[N:15]1[CH2:16][CH2:17][CH:18]([O:21][C:34](=[O:33])[NH:35][C:36]2[CH:37]=[N:38][C:39]([O:42][CH:43]3[CH2:46][CH2:45][CH2:44]3)=[CH:40][CH:41]=2)[CH2:19][CH2:20]1. The catalyst class is: 1. (5) Reactant: [OH:1][CH:2]([C:11]1[CH:16]=[CH:15][CH:14]=[CH:13][CH:12]=1)[C:3]1[O:7][N:6]=[C:5]([C:8]([OH:10])=O)[CH:4]=1.Cl.[O:18]1[CH2:22][CH2:21][CH:20]([CH2:23][NH2:24])[CH2:19]1.C(N(CC)CC)C.ON1C2C=CC=CC=2N=N1.Cl.C(N=C=NCCCN(C)C)C. Product: [O:18]1[CH2:22][CH2:21][CH:20]([CH2:23][NH:24][C:8]([C:5]2[CH:4]=[C:3]([CH:2]([C:11]3[CH:16]=[CH:15][CH:14]=[CH:13][CH:12]=3)[OH:1])[O:7][N:6]=2)=[O:10])[CH2:19]1. The catalyst class is: 22.